From a dataset of Catalyst prediction with 721,799 reactions and 888 catalyst types from USPTO. Predict which catalyst facilitates the given reaction. (1) Reactant: C(N(CC)CC)C.C(O)=O.ClC1C=CC=CC=1.[C:18]([NH:21][CH:22]([C:28](=[O:44])[CH2:29][CH2:30][CH2:31][CH2:32][CH2:33][CH2:34][CH2:35][CH2:36][CH2:37][CH2:38][CH2:39][CH2:40][CH2:41][CH2:42][CH3:43])[C:23]([O:25][CH2:26][CH3:27])=[O:24])(=[O:20])[CH3:19]. Product: [C:18]([NH:21][C@H:22]([C@H:28]([OH:44])[CH2:29][CH2:30][CH2:31][CH2:32][CH2:33][CH2:34][CH2:35][CH2:36][CH2:37][CH2:38][CH2:39][CH2:40][CH2:41][CH2:42][CH3:43])[C:23]([O:25][CH2:26][CH3:27])=[O:24])(=[O:20])[CH3:19]. The catalyst class is: 6. (2) The catalyst class is: 7. Product: [OH:13][C:14]1[C:26]([C:27]([F:29])([F:30])[F:28])=[CH:25][CH:24]=[C:23]([CH2:31][O:32][C:33]2[CH:38]=[CH:37][C:36]([C:39]3[CH:44]=[CH:43][CH:42]=[C:41]([CH2:45][C:46]([O:48][CH3:49])=[O:47])[C:40]=3[CH3:50])=[CH:35][CH:34]=2)[C:15]=1[C:16]([O:18][C:19]([CH3:20])([CH3:21])[CH3:22])=[O:17]. Reactant: N1CCCC1.C(OC([O:13][C:14]1[C:26]([C:27]([F:30])([F:29])[F:28])=[CH:25][CH:24]=[C:23]([CH2:31][O:32][C:33]2[CH:38]=[CH:37][C:36]([C:39]3[CH:44]=[CH:43][CH:42]=[C:41]([CH2:45][C:46]([O:48][CH3:49])=[O:47])[C:40]=3[CH3:50])=[CH:35][CH:34]=2)[C:15]=1[C:16]([O:18][C:19]([CH3:22])([CH3:21])[CH3:20])=[O:17])=O)(C)(C)C. (3) Reactant: [CH3:1][O:2][C:3]1[CH:4]=[C:5](/[CH:15]=[CH:16]/[C:17]([O:19][CH2:20][CH2:21][CH2:22][CH2:23][CH2:24][CH2:25][CH2:26][CH2:27][O:28][C:29](=[O:81])[C:30]([CH:71]([N+:78]([O-])=O)[C:72]2[CH:77]=[CH:76][CH:75]=[CH:74][CH:73]=2)([CH:61]([N+:68]([O-])=O)[C:62]2[CH:67]=[CH:66][CH:65]=[CH:64][CH:63]=2)[C:31]([O:33][CH2:34][CH2:35][CH2:36][CH2:37][CH2:38][CH2:39][CH2:40][CH2:41][O:42][C:43](=[O:60])/[CH:44]=[CH:45]/[C:46]2[CH:51]=[CH:50][C:49]([O:52][CH2:53][CH2:54][CH2:55][CH2:56][CH3:57])=[C:48]([O:58][CH3:59])[CH:47]=2)=[O:32])=[O:18])[CH:6]=[CH:7][C:8]=1[O:9][CH2:10][CH2:11][CH2:12][CH2:13][CH3:14]. Product: [CH3:59][O:58][C:48]1[CH:47]=[C:46](/[CH:45]=[CH:44]/[C:43]([O:42][CH2:41][CH2:40][CH2:39][CH2:38][CH2:37][CH2:36][CH2:35][CH2:34][O:33][C:31](=[O:32])[C:30]([CH:61]([NH2:68])[C:62]2[CH:67]=[CH:66][CH:65]=[CH:64][CH:63]=2)([CH:71]([NH2:78])[C:72]2[CH:73]=[CH:74][CH:75]=[CH:76][CH:77]=2)[C:29]([O:28][CH2:27][CH2:26][CH2:25][CH2:24][CH2:23][CH2:22][CH2:21][CH2:20][O:19][C:17](=[O:18])/[CH:16]=[CH:15]/[C:5]2[CH:6]=[CH:7][C:8]([O:9][CH2:10][CH2:11][CH2:12][CH2:13][CH3:14])=[C:3]([O:2][CH3:1])[CH:4]=2)=[O:81])=[O:60])[CH:51]=[CH:50][C:49]=1[O:52][CH2:53][CH2:54][CH2:55][CH2:56][CH3:57]. The catalyst class is: 401. (4) Reactant: BrC1C=CC(O)=C([C:8]2[CH:17]=[CH:16][C:15]3[C:10](=[CH:11][CH:12]=[C:13]([C:18]4[N:22]([CH:23]5[CH2:28][CH2:27][CH2:26][CH2:25][CH2:24]5)[C:21]5[CH:29]=[CH:30][C:31]([C:33]([OH:35])=[O:34])=[CH:32][C:20]=5[N:19]=4)[CH:14]=3)[N:9]=2)C=1.C([C:40]1[CH:41]=[CH:42][C:43]2[O:48][CH2:47][C:46](=[O:49])[NH:45][C:44]=2[CH:50]=1)(=O)C.[OH-].[K+]. Product: [CH:23]1([N:22]2[C:21]3[CH:29]=[CH:30][C:31]([C:33]([OH:35])=[O:34])=[CH:32][C:20]=3[N:19]=[C:18]2[C:13]2[CH:14]=[C:15]3[C:10](=[CH:11][CH:12]=2)[N:9]=[C:8]([C:40]2[CH:41]=[CH:42][C:43]4[O:48][CH2:47][C:46](=[O:49])[NH:45][C:44]=4[CH:50]=2)[CH:17]=[CH:16]3)[CH2:24][CH2:25][CH2:26][CH2:27][CH2:28]1. The catalyst class is: 8. (5) Reactant: [F:1][C:2]1[C:7]([C:8]2[N:12](S(C3C=NC=CC=3)(=O)=O)[CH:11]=[C:10]([CH2:22][N:23]([CH3:31])[C:24](=[O:30])[O:25][C:26]([CH3:29])([CH3:28])[CH3:27])[CH:9]=2)=[CH:6][CH:5]=[CH:4][N:3]=1.[OH-].[Na+]. Product: [F:1][C:2]1[C:7]([C:8]2[NH:12][CH:11]=[C:10]([CH2:22][N:23]([CH3:31])[C:24](=[O:30])[O:25][C:26]([CH3:27])([CH3:28])[CH3:29])[CH:9]=2)=[CH:6][CH:5]=[CH:4][N:3]=1. The catalyst class is: 83.